Dataset: Full USPTO retrosynthesis dataset with 1.9M reactions from patents (1976-2016). Task: Predict the reactants needed to synthesize the given product. (1) Given the product [NH2:20][C:19]1[C:18]2[CH:17]=[CH:16][S:15][C:14]=2[N:13]=[C:21]([C:23]2[CH:24]=[C:25]([CH:26]=[CH:27][CH:28]=2)[C:29]#[N:30])[N:22]=1, predict the reactants needed to synthesize it. The reactants are: CC(C)([O-])C.[K+].O1CCOCC1.[NH2:13][C:14]1[S:15][CH:16]=[CH:17][C:18]=1[C:19]#[N:20].[C:21]([C:23]1[CH:28]=[CH:27][CH:26]=[C:25]([C:29]#[N:30])[CH:24]=1)#[N:22]. (2) Given the product [ClH:11].[Br:1][C:2]1[S:10][C:9]2[C:8]([NH:16][C:15]3[CH:17]=[CH:18][C:19]([O:20][CH2:21][C:22]4[CH:27]=[CH:26][CH:25]=[C:24]([F:28])[CH:23]=4)=[C:13]([Cl:12])[CH:14]=3)=[N:7][CH:6]=[N:5][C:4]=2[CH:3]=1, predict the reactants needed to synthesize it. The reactants are: [Br:1][C:2]1[S:10][C:9]2[C:8]([Cl:11])=[N:7][CH:6]=[N:5][C:4]=2[CH:3]=1.[Cl:12][C:13]1[CH:14]=[C:15]([CH:17]=[CH:18][C:19]=1[O:20][CH2:21][C:22]1[CH:27]=[CH:26][CH:25]=[C:24]([F:28])[CH:23]=1)[NH2:16]. (3) Given the product [CH:1]1[C:10]2[C:5](=[CH:6][CH:7]=[CH:8][CH:9]=2)[CH:4]=[CH:3][C:2]=1[CH2:11][CH2:12][O:13][CH2:14][CH2:15][C:16]([OH:18])=[O:17], predict the reactants needed to synthesize it. The reactants are: [CH:1]1[C:10]2[C:5](=[CH:6][CH:7]=[CH:8][CH:9]=2)[CH:4]=[CH:3][C:2]=1[CH2:11][CH2:12][O:13][CH2:14][CH2:15][C:16]([O:18]C(C)(C)C)=[O:17].FC(F)(F)C(O)=O. (4) Given the product [CH2:41]([O:40][C:38](=[O:39])[CH:37]([NH:43][C:44]([C:46]1[CH:51]=[CH:50][C:49]([NH:3][C:6]([O:32][CH2:25][C:26]2[CH:31]=[CH:30][CH:29]=[CH:28][CH:27]=2)=[O:15])=[CH:48][N:47]=1)=[O:45])[C:36]([O:35][CH2:33][CH3:34])=[O:55])[CH3:42], predict the reactants needed to synthesize it. The reactants are: C([N:3]([CH2:6]C)CC)C.C1(P(N=[N+]=[N-])(C2C=CC=CC=2)=[O:15])C=CC=CC=1.[CH2:25]([OH:32])[C:26]1[CH:31]=[CH:30][CH:29]=[CH:28][CH:27]=1.[CH2:33]([O:35][C:36](=[O:55])[CH:37]([NH:43][C:44]([C:46]1[CH:51]=[CH:50][C:49](C(O)=O)=[CH:48][N:47]=1)=[O:45])[C:38]([O:40][CH2:41][CH3:42])=[O:39])[CH3:34]. (5) Given the product [CH2:4]([N:35]1[C:34](=[O:33])[C:43]2[C:38](=[CH:39][CH:40]=[CH:41][CH:42]=2)[C:37]([C:44]2[C:52]3[C:47](=[CH:48][CH:49]=[CH:50][CH:51]=3)[N:46]([CH2:53][C:54]#[N:55])[C:45]=2[CH3:56])=[N:36]1)[C:3]1[CH:28]=[CH:29][CH:30]=[CH:31][CH:2]=1, predict the reactants needed to synthesize it. The reactants are: F[C:2]1[CH:31]=[C:30](F)[CH:29]=[CH:28][C:3]=1[CH2:4]N1C(=O)C=CC(CC2C3C(=CC=CC=3)N(CC(OC)=O)C=2C)=C1.[OH:33][C:34]1[C:43]2[C:38](=[CH:39][CH:40]=[CH:41][CH:42]=2)[C:37]([C:44]2[C:52]3[C:47](=[CH:48][CH:49]=[CH:50][CH:51]=3)[N:46]([CH2:53][C:54]#[N:55])[C:45]=2[CH3:56])=[N:36][N:35]=1.C(=O)([O-])[O-].[K+].[K+].C(Br)C1C=CC=CC=1. (6) Given the product [Br:1][C:2]1[CH:7]=[CH:6][C:5]([CH2:8][N:9]([CH2:29][C:30]([F:33])([F:32])[F:31])[S:10]([CH2:13][C:14]2[CH:15]=[CH:16][CH:17]=[CH:18][CH:19]=2)(=[O:12])=[O:11])=[C:4]([F:20])[CH:3]=1, predict the reactants needed to synthesize it. The reactants are: [Br:1][C:2]1[CH:7]=[CH:6][C:5]([CH2:8][NH:9][S:10]([CH2:13][C:14]2[CH:19]=[CH:18][CH:17]=[CH:16][CH:15]=2)(=[O:12])=[O:11])=[C:4]([F:20])[CH:3]=1.[H-].[Na+].FC(F)(F)S(O[CH2:29][C:30]([F:33])([F:32])[F:31])(=O)=O.O.